From a dataset of Forward reaction prediction with 1.9M reactions from USPTO patents (1976-2016). Predict the product of the given reaction. (1) Given the reactants C(N(CC)CC)C.Cl[C:9]1[N:14]=[CH:13][CH:12]=[CH:11][N:10]=1.[F:15][C:16]1[CH:42]=[CH:41][C:19]([O:20][C:21]2[C:35]([CH:36]3[CH2:40][CH2:39][CH2:38][NH:37]3)=[CH:34][C:24]3[NH:25][C:26]([C:28]4[CH:33]=[CH:32][CH:31]=[CH:30][N:29]=4)=[N:27][C:23]=3[CH:22]=2)=[CH:18][CH:17]=1, predict the reaction product. The product is: [F:15][C:16]1[CH:17]=[CH:18][C:19]([O:20][C:21]2[C:35]([CH:36]3[CH2:40][CH2:39][CH2:38][N:37]3[C:9]3[N:14]=[CH:13][CH:12]=[CH:11][N:10]=3)=[CH:34][C:24]3[NH:25][C:26]([C:28]4[CH:33]=[CH:32][CH:31]=[CH:30][N:29]=4)=[N:27][C:23]=3[CH:22]=2)=[CH:41][CH:42]=1. (2) Given the reactants [Br:1][C:2]1[CH:7]=[C:6]([CH3:8])[CH:5]=[CH:4][C:3]=1I.C([Mg]Cl)(C)C.[F:15][CH2:16][C:17](=[O:20])[CH2:18][F:19].CC(=O)OCC, predict the reaction product. The product is: [Br:1][C:2]1[CH:7]=[C:6]([CH3:8])[CH:5]=[CH:4][C:3]=1[C:17]([OH:20])([CH2:18][F:19])[CH2:16][F:15]. (3) Given the reactants [Cl:1][C:2]1[C:3]([O:12][C:13]2[CH:18]=[C:17]([O:19][CH2:20][CH:21]3[CH2:25][CH2:24][CH2:23][O:22]3)[CH:16]=[CH:15][C:14]=2/[CH:26]=[CH:27]/[C:28]([O:30]CC)=[O:29])=[N:4][CH:5]=[C:6]([C:8]([F:11])([F:10])[F:9])[CH:7]=1.[OH-].[Na+].O1CCCC1.Cl, predict the reaction product. The product is: [Cl:1][C:2]1[C:3]([O:12][C:13]2[CH:18]=[C:17]([O:19][CH2:20][CH:21]3[CH2:25][CH2:24][CH2:23][O:22]3)[CH:16]=[CH:15][C:14]=2/[CH:26]=[CH:27]/[C:28]([OH:30])=[O:29])=[N:4][CH:5]=[C:6]([C:8]([F:11])([F:10])[F:9])[CH:7]=1. (4) Given the reactants [CH3:1][O:2][C:3]1[CH:4]=[C:5]2[C:10](=[CH:11][C:12]=1[O:13][CH3:14])[N:9]=[CH:8][CH:7]=[C:6]2[O:15][C:16]1[C:22]([CH3:23])=[CH:21][C:19]([NH2:20])=[C:18]([CH3:24])[CH:17]=1.Cl[C:26](Cl)([O:28][C:29](=[O:35])OC(Cl)(Cl)Cl)Cl.[C:37]1(O)[CH:42]=[CH:41]C=[CH:39][CH:38]=1.C(=O)(O)[O-].[Na+], predict the reaction product. The product is: [CH3:1][O:2][C:3]1[CH:4]=[C:5]2[C:10](=[CH:11][C:12]=1[O:13][CH3:14])[N:9]=[CH:8][CH:7]=[C:6]2[O:15][C:16]1[C:22]([CH3:23])=[CH:21][C:19]([NH:20][C:29](=[O:35])[O:28][C:26]2[CH:41]=[CH:42][CH:37]=[CH:38][CH:39]=2)=[C:18]([CH3:24])[CH:17]=1. (5) Given the reactants [NH:1]1[CH2:5][CH2:4][C:3](=[O:6])[NH:2]1.[F:7][C:8]1[CH:9]=[C:10]([CH:14]=[CH:15][CH:16]=1)[C:11](O)=[O:12].C(N(CC)CC)C.CCCP1(OP(CCC)(=O)OP(CCC)(=O)O1)=O, predict the reaction product. The product is: [F:7][C:8]1[CH:9]=[C:10]([CH:14]=[CH:15][CH:16]=1)[C:11]([N:1]1[CH2:5][CH2:4][C:3](=[O:6])[NH:2]1)=[O:12].